This data is from Catalyst prediction with 721,799 reactions and 888 catalyst types from USPTO. The task is: Predict which catalyst facilitates the given reaction. (1) Reactant: CC(OC1C=CC=C(OC(C)C)C=1C1C(P(C2CCCCC2)C2CCCCC2)=CC=CC=1)C.[Li+].C[Si]([N-][Si](C)(C)C)(C)C.Cl[C:45]1[CH:54]=[CH:53][CH:52]=[C:51]2[C:46]=1[CH:47]=[C:48]1[CH2:70][C:62]3([CH2:67][O:66][C:65]([CH3:69])([CH3:68])[O:64][CH2:63]3)[CH2:61][C:49]1=[C:50]2[C:55](=[O:60])[C:56]([CH3:59])([CH3:58])[CH3:57].CCCCCC.CCOC(C)=O.[CH3:83][NH:84][CH3:85]. Product: [CH3:83][N:84]([CH3:85])[C:45]1[CH:54]=[CH:53][CH:52]=[C:51]2[C:46]=1[CH:47]=[C:48]1[CH2:70][C:62]3([CH2:67][O:66][C:65]([CH3:69])([CH3:68])[O:64][CH2:63]3)[CH2:61][C:49]1=[C:50]2[C:55](=[O:60])[C:56]([CH3:59])([CH3:58])[CH3:57]. The catalyst class is: 1. (2) Reactant: CS(C)=O.[NH2:5][C:6]1[CH:11]=[C:10]([C:12]2[C:13]([C:26]3[CH:31]=[CH:30][C:29]([F:32])=[CH:28][CH:27]=3)=[N:14][N:15]([C:17]3[CH:18]=[CH:19][C:20]4[N:21]([CH:23]=[N:24][N:25]=4)[N:22]=3)[CH:16]=2)[CH:9]=[CH:8][N:7]=1.[CH3:33][S:34]([OH:37])(=[O:36])=[O:35]. Product: [CH3:33][S:34]([OH:37])(=[O:36])=[O:35].[NH2:5][C:6]1[CH:11]=[C:10]([C:12]2[C:13]([C:26]3[CH:31]=[CH:30][C:29]([F:32])=[CH:28][CH:27]=3)=[N:14][N:15]([C:17]3[CH:18]=[CH:19][C:20]4[N:21]([CH:23]=[N:24][N:25]=4)[N:22]=3)[CH:16]=2)[CH:9]=[CH:8][N:7]=1. The catalyst class is: 13. (3) Reactant: [CH3:1][C:2]1[C:10]2[C:5](=[CH:6][CH:7]=[C:8]([C:11]3[N:12]=[N:13][CH:14]=[C:15]([N:17]4[CH2:22][CH2:21][NH:20][C@@H:19]([CH2:23][C:24]5[CH:29]=[CH:28][CH:27]=[CH:26][CH:25]=5)[CH2:18]4)[N:16]=3)[CH:9]=2)[NH:4][N:3]=1.C=O.[C:32]([BH3-])#N. Product: [CH2:23]([C@@H:19]1[N:20]([CH3:32])[CH2:21][CH2:22][N:17]([C:15]2[N:16]=[C:11]([C:8]3[CH:9]=[C:10]4[C:5](=[CH:6][CH:7]=3)[NH:4][N:3]=[C:2]4[CH3:1])[N:12]=[N:13][CH:14]=2)[CH2:18]1)[C:24]1[CH:29]=[CH:28][CH:27]=[CH:26][CH:25]=1. The catalyst class is: 15. (4) Reactant: [O:1]=[S:2]1(=[O:14])[CH2:7][CH2:6][N:5]([CH2:8][C@@H:9]2[CH2:12][C@H:11]([NH2:13])[CH2:10]2)[CH2:4][CH2:3]1.[Cl:15][C:16]1[C:21]([CH2:22][CH:23]=O)=[C:20](Cl)[N:19]=[CH:18][N:17]=1.CCN(C(C)C)C(C)C.C(O)(C(F)(F)F)=O. Product: [Cl:15][C:16]1[C:21]2[CH:22]=[CH:23][N:13]([C@H:11]3[CH2:10][C@@H:9]([CH2:8][N:5]4[CH2:6][CH2:7][S:2](=[O:1])(=[O:14])[CH2:3][CH2:4]4)[CH2:12]3)[C:20]=2[N:19]=[CH:18][N:17]=1. The catalyst class is: 8.